From a dataset of Catalyst prediction with 721,799 reactions and 888 catalyst types from USPTO. Predict which catalyst facilitates the given reaction. (1) Reactant: C1(COC([NH:11][CH2:12][CH2:13][C:14]2[O:15][C:16]([C:25]3[CH:30]=[CH:29][C:28]([S:31]([NH2:34])(=[O:33])=[O:32])=[CH:27][CH:26]=3)=[C:17]([C:19]3[CH:24]=[CH:23][CH:22]=[CH:21][CH:20]=3)[N:18]=2)=O)C=CC=CC=1.C(O)(=O)C. Product: [NH2:11][CH2:12][CH2:13][C:14]1[O:15][C:16]([C:25]2[CH:30]=[CH:29][C:28]([S:31]([NH2:34])(=[O:33])=[O:32])=[CH:27][CH:26]=2)=[C:17]([C:19]2[CH:20]=[CH:21][CH:22]=[CH:23][CH:24]=2)[N:18]=1. The catalyst class is: 19. (2) Reactant: C(OC([N:8]1[CH2:13][CH2:12][CH:11]([C:14]2[N:18]([CH2:19][CH3:20])[N:17]=[C:16]([CH3:21])[C:15]=2[O:22][CH3:23])[CH2:10][CH2:9]1)=O)(C)(C)C. Product: [CH2:19]([N:18]1[C:14]([CH:11]2[CH2:12][CH2:13][NH:8][CH2:9][CH2:10]2)=[C:15]([O:22][CH3:23])[C:16]([CH3:21])=[N:17]1)[CH3:20]. The catalyst class is: 617.